This data is from Experimentally validated miRNA-target interactions with 360,000+ pairs, plus equal number of negative samples. The task is: Binary Classification. Given a miRNA mature sequence and a target amino acid sequence, predict their likelihood of interaction. (1) The miRNA is hsa-miR-4316 with sequence GGUGAGGCUAGCUGGUG. The protein sequence of the target gene is MNTTDNGVNCLCAICGDRATGKHYGASSCDGCKGFFRRSIRKSHVYSCRFSRQCVVDKDKRNQCRYCRLRKCFRAGMKKEAVQNERDRISTRRSTFDGSNIPSINTLAQAEVRSRQISVSSPGSSTDINVKKIASIGDVCESMKQQLLVLVEWAKYIPAFCELPLDDQVALLRAHAGEHLLLGATKRSMMYKDILLLGNNYVIHRNSCEVEISRVANRVLDELVRPFQEIQIDDNEYACLKAIVFFDPDAKGLSDPVKIKNMRFQVQIGLEDYINDRQYDSRGRFGELLLLLPTLQSITW.... Result: 0 (no interaction). (2) The miRNA is hsa-miR-4782-3p with sequence UGAUUGUCUUCAUAUCUAGAAC. The protein sequence of the target gene is MRTQVYEGLCKNYFSLAVLQRDRIKLLFFDILVFLSVFLLFLLFLVDIMANNTTSLGSPWPENFWEDLIMSFTVSMAIGLVLGGFIWAVFICLSRRRRASAPISQWSSSRRSRSSYTHGLNRTGFYRHSGCERRSNLSLASLTFQRQASLEQANSFPRKSSFRASTFHPFLQCPPLPVETESQLVTLPSSNISPTISTSHSLSRPDYWSSNSLRVGLSTPPPPAYESIIKAFPDS. Result: 0 (no interaction).